Dataset: Forward reaction prediction with 1.9M reactions from USPTO patents (1976-2016). Task: Predict the product of the given reaction. (1) Given the reactants [CH3:1][C@@H:2]([OH:6])[C:3](O)=[O:4].CN(C(ON1N=NC2C=CC=NC1=2)=[N+](C)C)C.F[P-](F)(F)(F)(F)F.[F:31][C@@H:32]1[CH2:37][NH:36][C@@H:35]([CH3:38])[CH2:34][C@@H:33]1[O:39][C:40]1[CH:47]=[CH:46][C:45]([C:48]2[N:53]=[C:52]([NH:54][C:55]3[CH:60]=[CH:59][C:58]([N:61]4[CH2:66][CH2:65][N:64]([CH:67]5[CH2:70][O:69][CH2:68]5)[CH2:63][CH2:62]4)=[CH:57][CH:56]=3)[N:51]=[CH:50][N:49]=2)=[CH:44][C:41]=1[C:42]#[N:43].CCN(C(C)C)C(C)C.[OH-].[Na+].C(O)(C(F)(F)F)=O, predict the reaction product. The product is: [F:31][C@@H:32]1[CH2:37][N:36]([C:3](=[O:4])[C@@H:2]([OH:6])[CH3:1])[C@@H:35]([CH3:38])[CH2:34][CH:33]1[O:39][C:40]1[CH:47]=[CH:46][C:45]([C:48]2[N:53]=[C:52]([NH:54][C:55]3[CH:56]=[CH:57][C:58]([N:61]4[CH2:66][CH2:65][N:64]([CH:67]5[CH2:68][O:69][CH2:70]5)[CH2:63][CH2:62]4)=[CH:59][CH:60]=3)[N:51]=[CH:50][N:49]=2)=[CH:44][C:41]=1[C:42]#[N:43]. (2) Given the reactants [F:1][C:2]([F:15])([F:14])[C:3]1[N:8]=[CH:7][N:6]=[C:5]([C:9](=[N:11][OH:12])[NH2:10])[C:4]=1[Br:13].[C:16](N1C=CN=C1)(N1C=CN=C1)=[O:17].N12CCCN=C1CCCCC2.Cl, predict the reaction product. The product is: [F:15][C:2]([F:14])([F:1])[C:3]1[N:8]=[CH:7][N:6]=[C:5]([C:9]2[NH:11][O:12][C:16](=[O:17])[N:10]=2)[C:4]=1[Br:13]. (3) The product is: [C:1]([O:5][C:6]([C@@H:8]([CH2:20][S:21]([C:24]1[CH:29]=[CH:28][C:27]([Cl:30])=[C:26]([Cl:31])[CH:25]=1)(=[O:23])=[O:22])[CH2:9][C:10]([OH:12])=[O:11])=[O:7])([CH3:4])([CH3:2])[CH3:3]. Given the reactants [C:1]([O:5][C:6]([C@@H:8]([CH2:20][S:21]([C:24]1[CH:29]=[CH:28][C:27]([Cl:30])=[C:26]([Cl:31])[CH:25]=1)(=[O:23])=[O:22])[CH2:9][C:10]([O:12]CC1C=CC=CC=1)=[O:11])=[O:7])([CH3:4])([CH3:3])[CH3:2].O.[OH-].[Li+], predict the reaction product. (4) The product is: [CH3:1][S:2]([O:5][C:6]1[CH:7]=[C:8]([C:12]2[CH:17]=[CH:16][C:15]([CH2:18][C@H:19]([NH:23][C:24]([C:26]3([NH2:32])[CH2:27][CH2:28][O:29][CH2:30][CH2:31]3)=[O:25])[C:20]#[N:22])=[CH:14][CH:13]=2)[CH:9]=[CH:10][CH:11]=1)(=[O:3])=[O:4]. Given the reactants [CH3:1][S:2]([O:5][C:6]1[CH:7]=[C:8]([C:12]2[CH:17]=[CH:16][C:15]([CH2:18][C@H:19]([NH:23][C:24]([C:26]3([NH:32]C(OC(C)(C)C)=O)[CH2:31][CH2:30][O:29][CH2:28][CH2:27]3)=[O:25])[C:20]([NH2:22])=O)=[CH:14][CH:13]=2)[CH:9]=[CH:10][CH:11]=1)(=[O:4])=[O:3].CC[N+](S(N=C(OC)[O-])(=O)=O)(CC)CC, predict the reaction product. (5) Given the reactants CN(C)C[CH2:4][CH:5]([N:12]1[CH:16]=[C:15]([NH2:17])[CH:14]=[N:13]1)[C:6]1[CH:11]=[CH:10][CH:9]=C[CH:7]=1.[N:19]1C=CC=C(C(O)C)C=1, predict the reaction product. The product is: [N:19]1[CH:9]=[CH:10][CH:11]=[C:6]([CH:5]([N:12]2[CH:16]=[C:15]([NH2:17])[CH:14]=[N:13]2)[CH3:4])[CH:7]=1.